Task: Predict the reactants needed to synthesize the given product.. Dataset: Full USPTO retrosynthesis dataset with 1.9M reactions from patents (1976-2016) (1) Given the product [CH2:50]([C:44]1([CH2:43][CH2:42][OH:41])[CH2:45][CH2:46][CH2:47][CH2:48][CH2:49]1)[CH3:51], predict the reactants needed to synthesize it. The reactants are: [F-].C([N+](CCCC)(CCCC)CCCC)CCC.O1CCCC1.C([Si]([O:41][CH2:42][CH2:43][C:44]1([CH2:50][CH3:51])[CH2:49][CH2:48][CH2:47][CH2:46][CH2:45]1)(C1C=CC=CC=1)C1C=CC=CC=1)(C)(C)C.Cl. (2) The reactants are: [Cl:1][C:2]1[CH:10]=[C:9]2[C:5]([C:6]([C:16](=[O:21])[CH2:17][CH2:18][S:19][CH3:20])=[C:7]([C:11]([O:13][CH2:14][CH3:15])=[O:12])[NH:8]2)=[CH:4][CH:3]=1.[BH4-].[Na+]. Given the product [Cl:1][C:2]1[CH:10]=[C:9]2[C:5]([C:6]([CH:16]([OH:21])[CH2:17][CH2:18][S:19][CH3:20])=[C:7]([C:11]([O:13][CH2:14][CH3:15])=[O:12])[NH:8]2)=[CH:4][CH:3]=1, predict the reactants needed to synthesize it. (3) Given the product [CH3:1][S:2]([C:3]1[N:4]([C:15]2[CH:16]=[CH:17][C:18]([O:21][CH2:22][C:23]([F:24])([F:26])[F:25])=[CH:19][CH:20]=2)[C:5](=[O:14])[C:6]2[CH2:12][CH2:11][C:10](=[O:13])[NH:9][C:7]=2[N:8]=1)=[O:27], predict the reactants needed to synthesize it. The reactants are: [CH3:1][S:2][C:3]1[N:4]([C:15]2[CH:20]=[CH:19][C:18]([O:21][CH2:22][C:23]([F:26])([F:25])[F:24])=[CH:17][CH:16]=2)[C:5](=[O:14])[C:6]2[CH2:12][CH2:11][C:10](=[O:13])[NH:9][C:7]=2[N:8]=1.[OH:27]OS([O-])=O.[K+]. (4) Given the product [C:21]([N:19]([CH3:20])[C:18]([C:17]1[N:16]=[C:15]([C:26]2[S:27][CH:28]=[CH:29][CH:30]=2)[N:12]2[C:13]3[C:8](=[CH:7][C:6]([O:31][CH3:32])=[C:5]([C:3]([NH:34][NH2:35])=[O:4])[CH:14]=3)[CH2:9][CH2:10][C:11]=12)=[O:25])([CH3:24])([CH3:23])[CH3:22], predict the reactants needed to synthesize it. The reactants are: CO[C:3]([C:5]1[CH:14]=[C:13]2[C:8]([CH2:9][CH2:10][C:11]3[N:12]2[C:15]([C:26]2[S:27][CH:28]=[CH:29][CH:30]=2)=[N:16][C:17]=3[C:18](=[O:25])[N:19]([C:21]([CH3:24])([CH3:23])[CH3:22])[CH3:20])=[CH:7][C:6]=1[O:31][CH3:32])=[O:4].O.[NH2:34][NH2:35]. (5) Given the product [F:63][C:39]([F:62])([C:40]([F:60])([F:61])[C:41]([F:58])([F:59])[C:42]([F:56])([F:57])[C:43]([F:54])([F:55])[C:44]([F:52])([F:53])[C:45]([F:50])([F:51])[C:46]([F:47])([F:48])[F:49])[CH2:38][CH2:37][Si:30]([CH:34]([CH3:36])[CH3:35])([CH:31]([CH3:33])[CH3:32])[O:1][CH:2]([C:10]1[CH:15]=[C:14]([I:16])[N:13]([CH2:17][C:18]#[CH:19])[C:12](=[O:20])[C:11]=1[CH3:21])[CH2:3][C:4]1[CH:9]=[CH:8][CH:7]=[CH:6][CH:5]=1, predict the reactants needed to synthesize it. The reactants are: [OH:1][CH:2]([C:10]1[CH:15]=[C:14]([I:16])[N:13]([CH2:17][C:18]#[CH:19])[C:12](=[O:20])[C:11]=1[CH3:21])[CH2:3][C:4]1[CH:9]=[CH:8][CH:7]=[CH:6][CH:5]=1.CCN(CC)CC.Br[Si:30]([CH2:37][CH2:38][C:39]([F:63])([F:62])[C:40]([F:61])([F:60])[C:41]([F:59])([F:58])[C:42]([F:57])([F:56])[C:43]([F:55])([F:54])[C:44]([F:53])([F:52])[C:45]([F:51])([F:50])[C:46]([F:49])([F:48])[F:47])([CH:34]([CH3:36])[CH3:35])[CH:31]([CH3:33])[CH3:32]. (6) Given the product [O:18]=[C:17]1[N:8]([CH2:1][C:2]2[CH:7]=[CH:6][CH:5]=[CH:4][CH:3]=2)[C@H:9]([C:12]([OH:14])=[O:13])[CH2:10][O:11][CH2:16]1, predict the reactants needed to synthesize it. The reactants are: [CH2:1]([NH:8][C@H:9]([C:12]([OH:14])=[O:13])[CH2:10][OH:11])[C:2]1[CH:7]=[CH:6][CH:5]=[CH:4][CH:3]=1.Cl[CH2:16][C:17](Cl)=[O:18]. (7) Given the product [CH:1]#[N:6].[C:13](#[N:18])[CH2:11][CH2:10][CH2:9][CH2:8][C:7]#[N:12], predict the reactants needed to synthesize it. The reactants are: [C:1](#[N:6])C/C=C/C.[C:7](#[N:12])[CH2:8]/[CH:9]=[CH:10]\[CH3:11].[C:13](#[N:18])CCC=C.